This data is from Reaction yield outcomes from USPTO patents with 853,638 reactions. The task is: Predict the reaction yield, written as a fraction of the theoretical maximum amount of product (1.0 means a 100% yield; for example, 0.34 means a 34% yield). (1) The reactants are Cl.[CH3:2][O:3][C:4]1[CH:13]=[CH:12][C:11]2[CH2:10][NH:9][CH2:8][CH2:7][C:6]=2[C:5]=1[CH:14]=[O:15].CN(C)C=O.Cl[C:22]1[S:23][C:24]([C:28]([N:30]2[CH2:35][CH2:34][O:33][CH2:32][CH2:31]2)=[O:29])=[C:25]([CH3:27])[N:26]=1.C(=O)([O-])[O-].[K+].[K+]. The catalyst is O. The product is [CH3:2][O:3][C:4]1[CH:13]=[CH:12][C:11]2[CH2:10][N:9]([C:22]3[S:23][C:24]([C:28]([N:30]4[CH2:31][CH2:32][O:33][CH2:34][CH2:35]4)=[O:29])=[C:25]([CH3:27])[N:26]=3)[CH2:8][CH2:7][C:6]=2[C:5]=1[CH:14]=[O:15]. The yield is 0.260. (2) The reactants are [CH3:1][C:2]1([CH3:62])[C@H:5](OC(=O)CC2C=CC=CC=2)[CH2:4][C@@H:3]1[C:16]([O:18][C@H:19]1[CH2:36][CH2:35][C@@:34]2([CH3:37])[C@@H:21]([CH2:22][CH2:23][C@:24]3([CH3:59])[C@@H:33]2[CH2:32][CH2:31][C@H:30]2[C@@:25]3([CH3:58])[CH2:26][CH2:27][C@@:28]3([C:45]([N:47]4[CH2:52][CH2:51][CH:50]([O:53][CH2:54][CH2:55]OC)[CH2:49][CH2:48]4)=[O:46])[CH2:40][CH2:39][C@@H:38]([C:41]4([CH3:44])[CH2:43][CH2:42]4)[C@@H:29]32)[C:20]1([CH3:61])[CH3:60])=[O:17].CC[O:65][C:66](C)=[O:67].[CH3:69][OH:70]. The product is [CH3:69][O:70][CH2:55][CH2:54][O:53][CH:50]1[CH2:51][CH2:52][N:47]([C:45]([C@:28]23[CH2:40][CH2:39][C@@H:38]([C:41]4([CH3:44])[CH2:42][CH2:43]4)[C@@H:29]2[C@@H:30]2[C@@:25]([CH3:58])([CH2:26][CH2:27]3)[C@@:24]3([CH3:59])[C@@H:33]([C@:34]4([CH3:37])[C@@H:21]([CH2:22][CH2:23]3)[C:20]([CH3:60])([CH3:61])[C@@H:19]([O:18][C:16]([C@H:3]3[CH2:4][C@@H:5]([C:66]([OH:67])=[O:65])[C:2]3([CH3:1])[CH3:62])=[O:17])[CH2:36][CH2:35]4)[CH2:32][CH2:31]2)=[O:46])[CH2:48][CH2:49]1. The catalyst is ClCCl.[Pd]. The yield is 0.489. (3) The reactants are [NH2:1][C:2]1[O:6][N:5]=[C:4]([CH3:7])[C:3]=1[Br:8].[CH:9]([C:12]1[CH:17]=[CH:16][C:15]([S:18](Cl)(=[O:20])=[O:19])=[CH:14][CH:13]=1)([CH3:11])[CH3:10]. No catalyst specified. The product is [CH:9]([C:12]1[CH:17]=[CH:16][C:15]([S:18]([NH:1][C:2]2[O:6][N:5]=[C:4]([CH3:7])[C:3]=2[Br:8])(=[O:20])=[O:19])=[CH:14][CH:13]=1)([CH3:11])[CH3:10]. The yield is 0.770. (4) The reactants are C([O:3][C:4]([C:6]1[C:7]([C:12]2[CH:17]=[CH:16][C:15]([F:18])=[CH:14][N:13]=2)=[N:8][O:9][C:10]=1[CH3:11])=O)C.O.[OH-].[Na+]. The catalyst is C1COCC1. The product is [F:18][C:15]1[CH:16]=[CH:17][C:12]([C:7]2[C:6]([CH2:4][OH:3])=[C:10]([CH3:11])[O:9][N:8]=2)=[N:13][CH:14]=1. The yield is 0.710. (5) The reactants are [H-].[H-].[H-].[H-].[Li+].[Al+3].C([O:9][C:10]([CH:12]1[CH2:17][C:16](=[O:18])[CH2:15][CH2:14][O:13]1)=O)C. The catalyst is C1COCC1. The product is [OH:9][CH2:10][CH:12]1[CH2:17][CH:16]([OH:18])[CH2:15][CH2:14][O:13]1. The yield is 0.610. (6) The reactants are [CH3:1][C:2]1[N:6]([CH3:7])[C:5]2[CH:8]=[C:9]([C:22]([OH:24])=O)[C:10]3[CH2:11][CH2:12][CH:13]([C:16]4[CH:21]=[CH:20][CH:19]=[CH:18][CH:17]=4)[O:14][C:15]=3[C:4]=2[N:3]=1.F[B-](F)(F)F.[N:30]1(OC(N(C)C)=[N+](C)C)[C:34]2C=CC=[CH:38][C:33]=2N=N1.C(N(CC)CC)C.C(N)CC. The catalyst is CN(C)C=O.O. The product is [CH2:34]([NH:30][C:22]([C:9]1[C:10]2[CH2:11][CH2:12][CH:13]([C:16]3[CH:17]=[CH:18][CH:19]=[CH:20][CH:21]=3)[O:14][C:15]=2[C:4]2[N:3]=[C:2]([CH3:1])[N:6]([CH3:7])[C:5]=2[CH:8]=1)=[O:24])[CH2:33][CH3:38]. The yield is 0.460. (7) The reactants are NC(C(O)=O)CCSC.C[O:11][C:12]1[CH:17]=[CH:16][C:15]([C:18]2[CH:19]=[N:20][O:21][CH:22]=2)=[CH:14][CH:13]=1.CS(O)(=O)=O. No catalyst specified. The product is [O:21]1[CH:22]=[C:18]([C:15]2[CH:14]=[CH:13][C:12]([OH:11])=[CH:17][CH:16]=2)[CH:19]=[N:20]1. The yield is 0.680.